From a dataset of Peptide-MHC class I binding affinity with 185,985 pairs from IEDB/IMGT. Regression. Given a peptide amino acid sequence and an MHC pseudo amino acid sequence, predict their binding affinity value. This is MHC class I binding data. (1) The peptide sequence is ETIEDYLGY. The MHC is HLA-A30:01 with pseudo-sequence HLA-A30:01. The binding affinity (normalized) is 0.0847. (2) The peptide sequence is HVDIPLQAY. The MHC is HLA-A24:02 with pseudo-sequence HLA-A24:02. The binding affinity (normalized) is 0.0847. (3) The peptide sequence is GITGGHIPK. The MHC is HLA-B27:05 with pseudo-sequence HLA-B27:05. The binding affinity (normalized) is 0.0847. (4) The peptide sequence is WASRELERF. The MHC is HLA-A24:02 with pseudo-sequence HLA-A24:02. The binding affinity (normalized) is 0.0771. (5) The peptide sequence is VLMKQIPIW. The MHC is HLA-A02:12 with pseudo-sequence HLA-A02:12. The binding affinity (normalized) is 0.0847. (6) The peptide sequence is RNPAQEDDQY. The MHC is HLA-A30:02 with pseudo-sequence HLA-A30:02. The binding affinity (normalized) is 0.105.